From a dataset of Reaction yield outcomes from USPTO patents with 853,638 reactions. Predict the reaction yield, written as a fraction of the theoretical maximum amount of product (1.0 means a 100% yield; for example, 0.34 means a 34% yield). (1) The reactants are [CH:1]1[N:6]=[C:5](Cl)[C:4]2[N:8]=[CH:9][N:10]([C@@H:11]3[O:15][C@H:14]([CH2:16][OH:17])[C@@H:13]([OH:18])[C@H:12]3[OH:19])[C:3]=2[N:2]=1.[NH2:20][CH2:21][CH2:22][C:23]1[C:31]2[C:26](=[CH:27][CH:28]=[CH:29][CH:30]=2)[NH:25][CH:24]=1.C(N(C(C)C)CC)(C)C. The catalyst is CCO. The product is [NH:25]1[C:26]2[C:31](=[CH:30][CH:29]=[CH:28][CH:27]=2)[C:23]([CH2:22][CH2:21][NH:20][C:5]2[C:4]3[N:8]=[CH:9][N:10]([C:3]=3[N:2]=[CH:1][N:6]=2)[C@@H:11]2[O:15][C@H:14]([CH2:16][OH:17])[C@@H:13]([OH:18])[C@H:12]2[OH:19])=[CH:24]1. The yield is 0.830. (2) The reactants are [CH3:1][C:2]([C@@H:4]1[C@@:8]2([CH3:23])[CH2:9][CH2:10][C@@H:11]3[C@@:16]4([CH3:22])[CH2:17][CH2:18][C@H:19]([OH:21])[CH2:20][C:15]4=[CH:14][CH2:13][C@H:12]3[C@@H:7]2[CH2:6][CH2:5]1)=O.Cl.[CH2:25]([O:27][NH2:28])[CH3:26].N1C=CC=CC=1. The catalyst is O. The product is [CH2:25]([O:27]/[N:28]=[C:2](/[C@@H:4]1[C@:8]2([CH3:23])[C@H:7]([C@H:12]3[C@H:11]([CH2:10][CH2:9]2)[C@:16]2([CH3:22])[C:17]([CH2:18][C@@H:19]([OH:21])[CH2:20][CH2:15]2)=[CH:14][CH2:13]3)[CH2:6][CH2:5]1)\[CH3:1])[CH3:26]. The yield is 0.970.